Task: Regression. Given two drug SMILES strings and cell line genomic features, predict the synergy score measuring deviation from expected non-interaction effect.. Dataset: NCI-60 drug combinations with 297,098 pairs across 59 cell lines Drug 1: CN(C)N=NC1=C(NC=N1)C(=O)N. Drug 2: C1=NNC2=C1C(=O)NC=N2. Cell line: NCI-H226. Synergy scores: CSS=0.509, Synergy_ZIP=0.868, Synergy_Bliss=0.230, Synergy_Loewe=-3.75, Synergy_HSA=-3.10.